The task is: Predict the product of the given reaction.. This data is from Forward reaction prediction with 1.9M reactions from USPTO patents (1976-2016). (1) The product is: [NH2:25][C:26]1[N:31]=[CH:30][C:29]([C:2]2[N:3]=[C:4]([N:11]3[CH2:16][CH2:15][O:14][CH:13]([CH2:17][C:18]([N:20]4[CH2:24][CH2:23][CH2:22][CH2:21]4)=[O:19])[CH2:12]3)[C:5]3[S:10][CH:9]=[CH:8][C:6]=3[N:7]=2)=[CH:28][N:27]=1. Given the reactants Cl[C:2]1[N:3]=[C:4]([N:11]2[CH2:16][CH2:15][O:14][CH:13]([CH2:17][C:18]([N:20]3[CH2:24][CH2:23][CH2:22][CH2:21]3)=[O:19])[CH2:12]2)[C:5]2[S:10][CH:9]=[CH:8][C:6]=2[N:7]=1.[NH2:25][C:26]1[N:31]=[CH:30][C:29](B2OC(C)(C)C(C)(C)O2)=[CH:28][N:27]=1.CC#N.CC([O-])=O.[K+], predict the reaction product. (2) The product is: [NH2:1][C:2]1[C:7]2=[C:8]([C:45]3[CH:46]=[CH:47][C:48]4[C:43]([CH:44]=3)=[N:42][N:41]([CH2:34][C:35]3[CH:40]=[CH:39][CH:38]=[CH:37][CH:36]=3)[CH:49]=4)[CH:9]=[C:10]([CH:11]3[O:16][CH2:15][CH:14]4[CH2:17][N:18]([C:21]([O:23][C:24]([CH3:27])([CH3:26])[CH3:25])=[O:22])[CH2:19][CH2:20][N:13]4[CH2:12]3)[N:6]2[N:5]=[CH:4][N:3]=1. Given the reactants [NH2:1][C:2]1[C:7]2=[C:8](Br)[CH:9]=[C:10]([CH:11]3[O:16][CH2:15][CH:14]4[CH2:17][N:18]([C:21]([O:23][C:24]([CH3:27])([CH3:26])[CH3:25])=[O:22])[CH2:19][CH2:20][N:13]4[CH2:12]3)[N:6]2[N:5]=[CH:4][N:3]=1.CN(C=O)C.[CH2:34]([N:41]1[CH:49]=[C:48]2[C:43]([CH:44]=[C:45](B3OC(C)(C)C(C)(C)O3)[CH:46]=[CH:47]2)=[N:42]1)[C:35]1[CH:40]=[CH:39][CH:38]=[CH:37][CH:36]=1.C([O-])([O-])=O.[K+].[K+], predict the reaction product. (3) Given the reactants [NH2:1][C:2]1[CH:7]=[C:6]([CH3:8])[CH:5]=[CH:4][C:3]=1[OH:9].CCN(CC)CC.C1C([N+]([O-])=O)=CC=C([Cl-][C:27]([O-])=[O:28])C=1, predict the reaction product. The product is: [CH3:8][C:6]1[CH:5]=[CH:4][C:3]2[O:9][C:27](=[O:28])[NH:1][C:2]=2[CH:7]=1. (4) Given the reactants C1(CCOC2N=C3C(N=C(OC)N3CCC3CCOC3)=C(N)N=2)CC1.FC(F)(F)C(O)=O.[CH3:33][C@H:34]([O:38][C:39]1[NH:40][C:41]([NH2:50])=[C:42]2[C:46]([N:47]=1)=[N:45][C:44]([O:48][CH3:49])=[N:43]2)[CH2:35][CH2:36][CH3:37].Br[CH2:52][CH2:53][CH:54]1[CH2:58][CH2:57][CH2:56][O:55]1, predict the reaction product. The product is: [CH3:33][C@H:34]([O:38][C:39]1[N:47]=[C:46]2[C:42]([N:43]=[C:44]([O:48][CH3:49])[N:45]2[CH2:52][CH2:53][CH:54]2[CH2:58][CH2:57][CH2:56][O:55]2)=[C:41]([NH2:50])[N:40]=1)[CH2:35][CH2:36][CH3:37].